Dataset: Peptide-MHC class I binding affinity with 185,985 pairs from IEDB/IMGT. Task: Regression. Given a peptide amino acid sequence and an MHC pseudo amino acid sequence, predict their binding affinity value. This is MHC class I binding data. (1) The peptide sequence is IQKETLVTF. The MHC is HLA-B15:01 with pseudo-sequence HLA-B15:01. The binding affinity (normalized) is 0.956. (2) The peptide sequence is SLSEPWRDF. The MHC is HLA-A11:01 with pseudo-sequence HLA-A11:01. The binding affinity (normalized) is 0.0847. (3) The peptide sequence is ELLNILTEL. The MHC is BoLA-T2C with pseudo-sequence BoLA-T2C. The binding affinity (normalized) is 0.898. (4) The peptide sequence is SESTIDIIL. The MHC is HLA-B18:01 with pseudo-sequence HLA-B18:01. The binding affinity (normalized) is 0.587.